Dataset: Peptide-MHC class I binding affinity with 185,985 pairs from IEDB/IMGT. Task: Regression. Given a peptide amino acid sequence and an MHC pseudo amino acid sequence, predict their binding affinity value. This is MHC class I binding data. (1) The peptide sequence is RKLTNPANK. The MHC is HLA-A25:01 with pseudo-sequence HLA-A25:01. The binding affinity (normalized) is 0.0847. (2) The peptide sequence is IINAHRIPK. The MHC is HLA-A11:01 with pseudo-sequence HLA-A11:01. The binding affinity (normalized) is 0.719. (3) The peptide sequence is AVDADDSHF. The MHC is HLA-A03:01 with pseudo-sequence HLA-A03:01. The binding affinity (normalized) is 0.0847. (4) The peptide sequence is KRKRITVLDI. The MHC is HLA-B27:05 with pseudo-sequence HLA-B27:05. The binding affinity (normalized) is 0.523. (5) The peptide sequence is NPQGERRAF. The MHC is HLA-A01:01 with pseudo-sequence HLA-A01:01. The binding affinity (normalized) is 0.213. (6) The peptide sequence is CLWLLTLGL. The MHC is HLA-A11:01 with pseudo-sequence HLA-A11:01. The binding affinity (normalized) is 0.0847.